Task: Predict the product of the given reaction.. Dataset: Forward reaction prediction with 1.9M reactions from USPTO patents (1976-2016) The product is: [CH3:4][C:2]([C:5]1[CH:6]=[CH:7][C:8]([CH2:11][N:12]2[C:17](=[O:18])[C:16]([C:42]([NH:38][CH2:49][C:50]([OH:52])=[O:51])=[O:59])=[C:15]([OH:19])[N:14]=[C:13]2[NH:20][C:21]2[CH:22]=[CH:23][CH:24]=[CH:25][CH:26]=2)=[CH:9][CH:10]=1)([CH3:1])[CH3:3]. Given the reactants [CH3:1][C:2]([C:5]1[CH:10]=[CH:9][C:8]([CH2:11][N:12]2[C:17](=[O:18])[CH2:16][C:15](=[O:19])[N:14]=[C:13]2[NH:20][C:21]2[CH:26]=[CH:25][CH:24]=[CH:23][CH:22]=2)=[CH:7][CH:6]=1)([CH3:4])[CH3:3].CC(C1C=CC(C[N:38]([C:42]2C=CC=CC=2)C(N)=N)=CC=1)(C)C.C(OCC)(=O)[CH2:49][C:50]([O:52]CC)=[O:51].[O-:59]CC.[Na+], predict the reaction product.